From a dataset of Reaction yield outcomes from USPTO patents with 853,638 reactions. Predict the reaction yield, written as a fraction of the theoretical maximum amount of product (1.0 means a 100% yield; for example, 0.34 means a 34% yield). (1) The reactants are [CH3:1][O:2][CH2:3][C:4]1[N:9]=[C:8]([CH2:10]O)[CH:7]=[CH:6][CH:5]=1.C1(P(C2C=CC=CC=2)C2C=CC=CC=2)C=CC=CC=1.C(Br)(Br)(Br)[Br:32]. The catalyst is ClCCl. The product is [Br:32][CH2:10][C:8]1[CH:7]=[CH:6][CH:5]=[C:4]([CH2:3][O:2][CH3:1])[N:9]=1. The yield is 0.990. (2) The reactants are Cl[Sn]Cl.Cl.[N+:5]([C:8]1[CH:9]=[CH:10][C:11]2[S:15][CH:14]=[N:13][C:12]=2[CH:16]=1)([O-])=O.[OH-].[Na+]. No catalyst specified. The product is [NH2:5][C:8]1[CH:9]=[CH:10][C:11]2[S:15][CH:14]=[N:13][C:12]=2[CH:16]=1. The yield is 0.890. (3) The reactants are [OH:1][C:2]1[CH:7]=[C:6]([C:8]2[CH:13]=[CH:12][CH:11]=[CH:10][CH:9]=2)[N:5]=[C:4]([C:14]([OH:16])=O)[CH:3]=1.[N:17]1[C:25]2[C:20](=[N:21][CH:22]=[CH:23][CH:24]=2)[S:19][C:18]=1[C:26]1[CH:31]=[CH:30][CH:29]=[CH:28][C:27]=1[NH2:32].CN(C(ON1N=NC2C=CC=NC1=2)=[N+](C)C)C.F[P-](F)(F)(F)(F)F.CCN(C(C)C)C(C)C. The product is [N:17]1[C:25]2[C:20](=[N:21][CH:22]=[CH:23][CH:24]=2)[S:19][C:18]=1[C:26]1[CH:31]=[CH:30][CH:29]=[CH:28][C:27]=1[NH:32][C:14]([C:4]1[CH:3]=[C:2]([OH:1])[CH:7]=[C:6]([C:8]2[CH:9]=[CH:10][CH:11]=[CH:12][CH:13]=2)[N:5]=1)=[O:16]. The yield is 0.550. The catalyst is CN(C=O)C.O.